From a dataset of Reaction yield outcomes from USPTO patents with 853,638 reactions. Predict the reaction yield, written as a fraction of the theoretical maximum amount of product (1.0 means a 100% yield; for example, 0.34 means a 34% yield). (1) The reactants are [N:1]1[C:9]([NH:10][C@H:11]([C:13]2[N:14]([C:26]3[CH:31]=[CH:30][CH:29]=[CH:28][CH:27]=3)[C:15](=[O:25])[C:16]3[C:21]([CH:22]=2)=[CH:20][CH:19]=[CH:18][C:17]=3[CH:23]=C)[CH3:12])=[C:8]2[C:4]([NH:5][CH:6]=[N:7]2)=[N:3][CH:2]=1.I([O-])(=O)(=O)=[O:33].[Na+]. The catalyst is O1CCOCC1.O.[Os](=O)(=O)(=O)=O. The product is [N:1]1[C:9]([NH:10][C@H:11]([C:13]2[N:14]([C:26]3[CH:31]=[CH:30][CH:29]=[CH:28][CH:27]=3)[C:15](=[O:25])[C:16]3[C:21]([CH:22]=2)=[CH:20][CH:19]=[CH:18][C:17]=3[CH:23]=[O:33])[CH3:12])=[C:8]2[C:4]([NH:5][CH:6]=[N:7]2)=[N:3][CH:2]=1. The yield is 0.950. (2) The reactants are [CH3:1][C:2]1[CH:11]=[CH:10][C:9]2[C:4](=[CH:5][CH:6]=[CH:7][C:8]=2[N:12]2[CH2:17][CH2:16][N:15]([CH2:18][CH2:19][C:20]3[CH:21]=[C:22]([CH:24]=[CH:25][CH:26]=3)[NH2:23])[CH2:14][CH2:13]2)[N:3]=1.[CH3:27][O:28][C:29]1[O:33][C:32]([C:34](O)=[O:35])=[N:31][CH:30]=1. No catalyst specified. The product is [CH3:27][O:28][C:29]1[O:33][C:32]([C:34]([NH:23][C:22]2[CH:24]=[CH:25][CH:26]=[C:20]([CH2:19][CH2:18][N:15]3[CH2:14][CH2:13][N:12]([C:8]4[CH:7]=[CH:6][CH:5]=[C:4]5[C:9]=4[CH:10]=[CH:11][C:2]([CH3:1])=[N:3]5)[CH2:17][CH2:16]3)[CH:21]=2)=[O:35])=[N:31][CH:30]=1. The yield is 0.300.